From a dataset of Forward reaction prediction with 1.9M reactions from USPTO patents (1976-2016). Predict the product of the given reaction. (1) Given the reactants C(OP(CC1C=CC=C(O[C:17]2[CH:22]=[CH:21][C:20](C(F)(F)F)=[CH:19][N:18]=2)C=1)(=O)OCC)C.[CH2:27]([O:29][C:30]1[CH:31]=[C:32]([CH:47]=[C:48]([O:50][C:51]2[CH:56]=[CH:55][C:54]([C:57]([F:60])([F:59])[F:58])=[CH:53][N:52]=2)[CH:49]=1)[CH:33]=[C:34]1[CH2:39][CH2:38][N:37]([C:40]([O:42]C(C)(C)C)=O)[CH2:36][CH2:35]1)[CH3:28].[H-].[Na+].C(OC([N:70]1CCC(=O)CC1)=O)(C)(C)C.O, predict the reaction product. The product is: [CH2:27]([O:29][C:30]1[CH:31]=[C:32]([CH:47]=[C:48]([O:50][C:51]2[CH:56]=[CH:55][C:54]([C:57]([F:59])([F:58])[F:60])=[CH:53][N:52]=2)[CH:49]=1)[CH:33]=[C:34]1[CH2:35][CH2:36][N:37]([C:40]([NH:70][C:20]2[CH:19]=[N:18][CH:17]=[CH:22][CH:21]=2)=[O:42])[CH2:38][CH2:39]1)[CH3:28]. (2) Given the reactants C[O:2][C:3](=[O:21])[CH2:4][CH2:5][CH2:6][CH2:7][C:8]1[CH:13]=[CH:12][CH:11]=[C:10]([NH:14][C:15]([O:17][CH2:18][CH3:19])=[O:16])[C:9]=1[F:20].C[O-].[Li+].Cl, predict the reaction product. The product is: [CH2:18]([O:17][C:15]([NH:14][C:10]1[C:9]([F:20])=[C:8]([CH2:7][CH2:6][CH2:5][CH2:4][C:3]([OH:21])=[O:2])[CH:13]=[CH:12][CH:11]=1)=[O:16])[CH3:19]. (3) Given the reactants [CH:1]([Mg]Cl)([CH3:3])[CH3:2].[O:6]1[CH2:15][C@H:7]1[CH2:8][C:9]1[CH:14]=[CH:13][CH:12]=[CH:11][CH:10]=1, predict the reaction product. The product is: [CH2:8]([C@H:7]([CH2:15][CH:1]([CH3:3])[CH3:2])[OH:6])[C:9]1[CH:14]=[CH:13][CH:12]=[CH:11][CH:10]=1.